Dataset: Reaction yield outcomes from USPTO patents with 853,638 reactions. Task: Predict the reaction yield, written as a fraction of the theoretical maximum amount of product (1.0 means a 100% yield; for example, 0.34 means a 34% yield). (1) The reactants are [Cl:1][C:2]1[N:7]=[C:6]([S:8][CH2:9][CH2:10][CH3:11])[N:5]=[C:4]([NH:12][C@H:13]2[C@@H:17]3[O:18][C:19]([CH3:22])([CH3:21])[O:20][C@@H:16]3[C@@H:15]([O:23][CH2:24][CH2:25][OH:26])[CH2:14]2)[C:3]=1[N+:27]([O-])=O.C(O)(=O)C. The catalyst is [Fe].O.C(O)C. The product is [NH2:27][C:3]1[C:4]([NH:12][C@H:13]2[C@@H:17]3[O:18][C:19]([CH3:21])([CH3:22])[O:20][C@@H:16]3[C@@H:15]([O:23][CH2:24][CH2:25][OH:26])[CH2:14]2)=[N:5][C:6]([S:8][CH2:9][CH2:10][CH3:11])=[N:7][C:2]=1[Cl:1]. The yield is 0.930. (2) The reactants are C(O[C:4](=[N:6][C:7](=O)[C:8]1[CH:13]=[CH:12][C:11]([CH3:14])=[CH:10][CH:9]=1)[CH3:5])C.Cl.[NH:17]([C:19]1[CH:24]=[CH:23][C:22]([S:25]([NH2:28])(=[O:27])=[O:26])=[CH:21][CH:20]=1)[NH2:18].C(N(CC)CC)C.O. The catalyst is ClCCl.CO. The product is [CH3:5][C:4]1[N:6]=[C:7]([C:8]2[CH:9]=[CH:10][C:11]([CH3:14])=[CH:12][CH:13]=2)[N:17]([C:19]2[CH:24]=[CH:23][C:22]([S:25]([NH2:28])(=[O:26])=[O:27])=[CH:21][CH:20]=2)[N:18]=1. The yield is 0.680. (3) The reactants are [Br:1][C:2]1[CH:3]=[C:4]([CH2:13][C@@H:14]([CH2:18][C:19]([OH:21])=[O:20])[C:15]([OH:17])=[O:16])[C:5]([CH2:11]O)=[C:6]2[C:10]=1[NH:9][N:8]=[CH:7]2.O.C1(C)C=CC(S(O)(=O)=O)=CC=1. The catalyst is C1(C)C=CC=CC=1. The product is [Br:1][C:2]1[C:10]2[NH:9][N:8]=[CH:7][C:6]=2[C:5]2[CH2:11][O:16][C:15](=[O:17])[C@H:14]([CH2:18][C:19]([OH:21])=[O:20])[CH2:13][C:4]=2[CH:3]=1. The yield is 0.990. (4) The catalyst is CCOC(C)=O.CCCCCC. The product is [CH3:18][O:19][C:20]1[CH:21]=[C:22]([O:27][CH3:28])[CH:23]=[C:24]([O:12][CH3:13])[C:25]=1[O:4][CH3:1]. The yield is 0.990. The reactants are [C:1](=[O:4])([O-])[O-].[K+].[K+].S([O:12][CH3:13])(OC)(=O)=O.CC(C)=O.[CH3:18][O:19][C:20]1[CH:25]=[C:24](O)[CH:23]=[C:22]([O:27][CH3:28])[C:21]=1O. (5) The reactants are [CH3:1][CH2:2][OH:3].[O-:4][CH2:5][CH3:6].[Na+].Cl[C:9](Cl)(Cl)[C:10]([C:12]1[NH:13]C(CC)=[CH:15][CH:16]=1)=O.Cl. The catalyst is C(OCC)C. The product is [CH2:16]([C:12]1[NH:13][C:1]([C:2]([O:4][CH2:5][CH3:6])=[O:3])=[CH:9][CH:10]=1)[CH3:15]. The yield is 0.860. (6) The reactants are [NH:1]1[CH2:5][CH2:4][CH2:3][CH2:2]1.[Si:6]([O:13][C:14]1[C:15]([F:22])=[C:16]([CH:19]=[CH:20][CH:21]=1)[CH:17]=O)([C:9]([CH3:12])([CH3:11])[CH3:10])([CH3:8])[CH3:7].C(O[BH-](OC(=O)C)OC(=O)C)(=O)C.[Na+].O. The catalyst is ClCCl. The product is [Si:6]([O:13][C:14]1[C:15]([F:22])=[C:16]([CH:19]=[CH:20][CH:21]=1)[CH2:17][N:1]1[CH2:5][CH2:4][CH2:3][CH2:2]1)([C:9]([CH3:12])([CH3:11])[CH3:10])([CH3:8])[CH3:7]. The yield is 0.940. (7) The reactants are [Br:1][C:2]1[CH:7]=[CH:6][C:5]([C:8]#[C:9][CH2:10][CH2:11][CH2:12][CH2:13][C:14]#[C:15][C:16]2[CH:21]=[CH:20][C:19]([Br:22])=[CH:18][CH:17]=2)=[CH:4][CH:3]=1.C([Li])CCC.CN1C(=O)N(C)CCC1.I[C:38]1[C:51](I)=[CH:50][C:49]2[C:40](=[C:41]([CH2:56][CH2:57][CH3:58])[C:42]3[C:47]([C:48]=2[CH2:53][CH2:54][CH3:55])=[CH:46][CH:45]=[CH:44][CH:43]=3)[CH:39]=1. The catalyst is C1COCC1.Cl[Cu]. The product is [Br:1][C:2]1[CH:3]=[CH:4][C:5]([C:8]2[C:44]3[C:45](=[CH:46][C:47]4[C:42]([CH:43]=3)=[C:41]([CH2:56][CH2:57][CH3:58])[C:40]3[C:49](=[CH:50][CH:51]=[CH:38][CH:39]=3)[C:48]=4[CH2:53][CH2:54][CH3:55])[C:15]([C:16]3[CH:17]=[CH:18][C:19]([Br:22])=[CH:20][CH:21]=3)=[C:14]3[C:9]=2[CH2:10][CH2:11][CH2:12][CH2:13]3)=[CH:6][CH:7]=1. The yield is 0.570. (8) The reactants are [CH2:1]([C:4]1[N:5]([CH2:17][C:18]2([OH:24])[CH2:23][CH2:22][CH2:21][CH2:20][CH2:19]2)[C:6]2[C:15]3[N:14]=[CH:13][CH:12]=[CH:11][C:10]=3[N:9]=[CH:8][C:7]=2[N:16]=1)[CH2:2][CH3:3].ClC1C=CC=C(C(OO)=O)C=1.[OH-].[NH4+:37].C1(C)C=CC(S(Cl)(=O)=O)=CC=1. The catalyst is C(Cl)(Cl)Cl. The product is [NH2:37][C:8]1[C:7]2[N:16]=[C:4]([CH2:1][CH2:2][CH3:3])[N:5]([CH2:17][C:18]3([OH:24])[CH2:19][CH2:20][CH2:21][CH2:22][CH2:23]3)[C:6]=2[C:15]2[N:14]=[CH:13][CH:12]=[CH:11][C:10]=2[N:9]=1. The yield is 0.380. (9) The catalyst is ClCCl. The product is [CH2:1]([N:5]1[C:13]2[C:8](=[CH:9][C:10]([OH:14])=[CH:11][CH:12]=2)[CH:7]=[N:6]1)[CH:2]([CH3:4])[CH3:3]. The reactants are [CH2:1]([N:5]1[C:13]2[C:8](=[CH:9][C:10]([O:14]C)=[CH:11][CH:12]=2)[CH:7]=[N:6]1)[CH:2]([CH3:4])[CH3:3].B(Br)(Br)Br. The yield is 0.960.